Dataset: Catalyst prediction with 721,799 reactions and 888 catalyst types from USPTO. Task: Predict which catalyst facilitates the given reaction. (1) Reactant: [NH2:1][CH2:2][CH2:3][CH2:4][CH2:5][C@H:6]([NH:17][C:18](=[O:33])[C:19]1[CH:24]=[CH:23][C:22]([C:25]([N:27]2[CH2:31][CH2:30][CH2:29][CH2:28]2)=[O:26])=[C:21]([CH3:32])[CH:20]=1)[C:7]1[NH:11][C:10]2[CH:12]=[CH:13][C:14]([Cl:16])=[CH:15][C:9]=2[N:8]=1.C(N(C(C)C)CC)(C)C.[C:43](O)(=[O:50])[C:44]1[CH:49]=[CH:48][CH:47]=[N:46][CH:45]=1. Product: [Cl:16][C:14]1[CH:13]=[CH:12][C:10]2[NH:11][C:7]([C@@H:6]([NH:17][C:18](=[O:33])[C:19]3[CH:24]=[CH:23][C:22]([C:25]([N:27]4[CH2:28][CH2:29][CH2:30][CH2:31]4)=[O:26])=[C:21]([CH3:32])[CH:20]=3)[CH2:5][CH2:4][CH2:3][CH2:2][NH:1][C:43]([C:44]3[CH:45]=[N:46][CH:47]=[CH:48][CH:49]=3)=[O:50])=[N:8][C:9]=2[CH:15]=1. The catalyst class is: 16. (2) The catalyst class is: 98. Reactant: C([O:8][CH2:9][CH2:10][CH2:11][C:12]1[N:13]=[C:14]([C:32]2[CH:37]=[CH:36][C:35]([C:38]([F:41])([F:40])[F:39])=[CH:34][CH:33]=2)[S:15][C:16]=1[CH2:17][O:18][C:19]1[CH:24]=[CH:23][C:22]([C:25]2[NH:29][C:28](=[O:30])[O:27][N:26]=2)=[C:21]([F:31])[CH:20]=1)C1C=CC=CC=1.B(Br)(Br)Br.ClCCl.CC(C)=O.C([O-])(O)=O.[Na+]. Product: [F:31][C:21]1[CH:20]=[C:19]([O:18][CH2:17][C:16]2[S:15][C:14]([C:32]3[CH:37]=[CH:36][C:35]([C:38]([F:40])([F:41])[F:39])=[CH:34][CH:33]=3)=[N:13][C:12]=2[CH2:11][CH2:10][CH2:9][OH:8])[CH:24]=[CH:23][C:22]=1[C:25]1[NH:29][C:28](=[O:30])[O:27][N:26]=1. (3) Reactant: [C:1]([O:6][CH2:7][CH:8](OCC)[O:9]CC)(=[O:5])[CH2:2][CH2:3][CH3:4].C(O)(C(F)(F)F)=O.O. Product: [O:9]=[CH:8][CH2:7][O:6][C:1](=[O:5])[CH2:2][CH2:3][CH3:4]. The catalyst class is: 2. (4) Reactant: [NH2:1][C:2]1[N:10]=[CH:9][N:8]=[C:7]2[C:3]=1[N:4]=[C:5]([S:25][C:26]1[CH:31]=[C:30]([Cl:32])[CH:29]=[C:28]([Cl:33])[CH:27]=1)[N:6]2[CH2:11][CH2:12][CH2:13][N:14]1C(=O)C2C(=CC=CC=2)C1=O.O.NN. Product: [NH2:14][CH2:13][CH2:12][CH2:11][N:6]1[C:5]([S:25][C:26]2[CH:31]=[C:30]([Cl:32])[CH:29]=[C:28]([Cl:33])[CH:27]=2)=[N:4][C:3]2[C:7]1=[N:8][CH:9]=[N:10][C:2]=2[NH2:1]. The catalyst class is: 2.